From a dataset of Peptide-MHC class I binding affinity with 185,985 pairs from IEDB/IMGT. Regression. Given a peptide amino acid sequence and an MHC pseudo amino acid sequence, predict their binding affinity value. This is MHC class I binding data. (1) The peptide sequence is SLIKYKKTLL. The MHC is HLA-A02:06 with pseudo-sequence HLA-A02:06. The binding affinity (normalized) is 0.214. (2) The peptide sequence is ASPISSIFSR. The MHC is HLA-A11:01 with pseudo-sequence HLA-A11:01. The binding affinity (normalized) is 0.501. (3) The peptide sequence is WLRAHPVAI. The MHC is HLA-B51:01 with pseudo-sequence HLA-B51:01. The binding affinity (normalized) is 0.213. (4) The peptide sequence is SEINNLNLT. The MHC is HLA-B08:02 with pseudo-sequence HLA-B08:02. The binding affinity (normalized) is 0.0847. (5) The binding affinity (normalized) is 0.944. The peptide sequence is RMILYLESV. The MHC is HLA-A02:01 with pseudo-sequence HLA-A02:01. (6) The peptide sequence is VTPEYIKDL. The MHC is HLA-A03:01 with pseudo-sequence HLA-A03:01. The binding affinity (normalized) is 0. (7) The peptide sequence is KTKPPLPSVKK. The MHC is HLA-A02:02 with pseudo-sequence HLA-A02:02. The binding affinity (normalized) is 0. (8) The peptide sequence is ATIWQLLAF. The MHC is HLA-B44:02 with pseudo-sequence HLA-B44:02. The binding affinity (normalized) is 0.213.